From a dataset of NCI-60 drug combinations with 297,098 pairs across 59 cell lines. Regression. Given two drug SMILES strings and cell line genomic features, predict the synergy score measuring deviation from expected non-interaction effect. (1) Drug 1: CN(CC1=CN=C2C(=N1)C(=NC(=N2)N)N)C3=CC=C(C=C3)C(=O)NC(CCC(=O)O)C(=O)O. Drug 2: CNC(=O)C1=NC=CC(=C1)OC2=CC=C(C=C2)NC(=O)NC3=CC(=C(C=C3)Cl)C(F)(F)F. Cell line: HT29. Synergy scores: CSS=66.3, Synergy_ZIP=-1.82, Synergy_Bliss=-2.28, Synergy_Loewe=-4.92, Synergy_HSA=0.876. (2) Drug 1: C1C(C(OC1N2C=NC3=C(N=C(N=C32)Cl)N)CO)O. Drug 2: CCC1=C2CN3C(=CC4=C(C3=O)COC(=O)C4(CC)O)C2=NC5=C1C=C(C=C5)O. Cell line: BT-549. Synergy scores: CSS=37.6, Synergy_ZIP=-5.23, Synergy_Bliss=-4.45, Synergy_Loewe=-1.51, Synergy_HSA=-0.182. (3) Drug 1: CC12CCC3C(C1CCC2O)C(CC4=C3C=CC(=C4)O)CCCCCCCCCS(=O)CCCC(C(F)(F)F)(F)F. Drug 2: CC1=C(C(=O)C2=C(C1=O)N3CC4C(C3(C2COC(=O)N)OC)N4)N. Cell line: MALME-3M. Synergy scores: CSS=10.4, Synergy_ZIP=-3.10, Synergy_Bliss=-0.177, Synergy_Loewe=-11.7, Synergy_HSA=-1.34. (4) Drug 1: C1=CC(=C2C(=C1NCCNCCO)C(=O)C3=C(C=CC(=C3C2=O)O)O)NCCNCCO. Synergy scores: CSS=41.7, Synergy_ZIP=-6.14, Synergy_Bliss=-8.62, Synergy_Loewe=-4.92, Synergy_HSA=-2.71. Cell line: A549. Drug 2: CC1=C2C(C(=O)C3(C(CC4C(C3C(C(C2(C)C)(CC1OC(=O)C(C(C5=CC=CC=C5)NC(=O)C6=CC=CC=C6)O)O)OC(=O)C7=CC=CC=C7)(CO4)OC(=O)C)O)C)OC(=O)C. (5) Drug 1: CC1=C2C(C(=O)C3(C(CC4C(C3C(C(C2(C)C)(CC1OC(=O)C(C(C5=CC=CC=C5)NC(=O)C6=CC=CC=C6)O)O)OC(=O)C7=CC=CC=C7)(CO4)OC(=O)C)O)C)OC(=O)C. Drug 2: COCCOC1=C(C=C2C(=C1)C(=NC=N2)NC3=CC=CC(=C3)C#C)OCCOC.Cl. Cell line: LOX IMVI. Synergy scores: CSS=48.2, Synergy_ZIP=4.08, Synergy_Bliss=6.44, Synergy_Loewe=-21.5, Synergy_HSA=3.72.